This data is from Forward reaction prediction with 1.9M reactions from USPTO patents (1976-2016). The task is: Predict the product of the given reaction. (1) Given the reactants [F:1][C:2]1[CH:3]=[CH:4][C:5]([N+:39]([O-])=O)=[C:6]([NH:8][C:9]2[CH:17]=[CH:16][CH:15]=[C:14]3[C:10]=2[CH2:11][CH2:12][CH:13]3[N:18]([C:33](=[O:38])[C:34]([F:37])([F:36])[F:35])[C:19]2[CH:32]=[CH:31][C:22]3[C@H:23]([CH2:26][C:27]([O:29][CH3:30])=[O:28])[CH2:24][O:25][C:21]=3[CH:20]=2)[CH:7]=1, predict the reaction product. The product is: [NH2:39][C:5]1[CH:4]=[CH:3][C:2]([F:1])=[CH:7][C:6]=1[NH:8][C:9]1[CH:17]=[CH:16][CH:15]=[C:14]2[C:10]=1[CH2:11][CH2:12][CH:13]2[N:18]([C:33](=[O:38])[C:34]([F:37])([F:36])[F:35])[C:19]1[CH:32]=[CH:31][C:22]2[C@H:23]([CH2:26][C:27]([O:29][CH3:30])=[O:28])[CH2:24][O:25][C:21]=2[CH:20]=1. (2) The product is: [Cl:1][C:2]1[CH:7]=[CH:6][C:5]2[O:8][CH:10]([CH2:11][OH:20])[CH2:9][C:4]=2[CH:3]=1. Given the reactants [Cl:1][C:2]1[CH:7]=[CH:6][C:5]([OH:8])=[C:4]([CH2:9][CH:10]=[CH2:11])[CH:3]=1.C1C=C(Cl)C=C(C(OO)=[O:20])C=1.C(=O)([O-])[O-].[K+].[K+], predict the reaction product. (3) Given the reactants [N:1]1([C:6]2[CH:11]=[CH:10][C:9]([NH:12][C:13](=[O:20])OCC(Cl)(Cl)Cl)=[CH:8][CH:7]=2)[CH:5]=[CH:4][N:3]=[CH:2]1.[C:21]1([C:27]2[N:28]=[C:29]([N:32]3[CH2:37][CH2:36][NH:35][CH2:34][CH2:33]3)[S:30][CH:31]=2)[CH:26]=[CH:25][CH:24]=[CH:23][CH:22]=1.C(N(C(C)C)CC)(C)C.CS(C)=O, predict the reaction product. The product is: [N:1]1([C:6]2[CH:7]=[CH:8][C:9]([NH:12][C:13]([N:35]3[CH2:36][CH2:37][N:32]([C:29]4[S:30][CH:31]=[C:27]([C:21]5[CH:26]=[CH:25][CH:24]=[CH:23][CH:22]=5)[N:28]=4)[CH2:33][CH2:34]3)=[O:20])=[CH:10][CH:11]=2)[CH:5]=[CH:4][N:3]=[CH:2]1. (4) The product is: [NH2:2][CH:3]([C:9]1[CH:14]=[CH:13][CH:12]=[CH:11][C:10]=1[F:15])[CH2:4][OH:5]. Given the reactants Cl.[NH2:2][CH:3]([C:9]1[CH:14]=[CH:13][CH:12]=[CH:11][C:10]=1[F:15])[C:4](OCC)=[O:5].[H-].[H-].[H-].[H-].[Li+].[Al+3], predict the reaction product. (5) Given the reactants [Si:1]([O:18][CH2:19][CH:20]1[CH2:23][C:22](=[O:24])[CH2:21]1)([C:14]([CH3:17])([CH3:16])[CH3:15])([C:8]1[CH:13]=[CH:12][CH:11]=[CH:10][CH:9]=1)[C:2]1[CH:7]=[CH:6][CH:5]=[CH:4][CH:3]=1.C[Si]([N-][Si](C)(C)C)(C)C.[Li+].[F:35][C:36]([F:55])([F:54])[S:37](N(C1C=CC=CC=1)[S:37]([C:36]([F:55])([F:54])[F:35])(=[O:39])=[O:38])(=[O:39])=[O:38], predict the reaction product. The product is: [F:35][C:36]([F:55])([F:54])[S:37]([O:24][C:22]1[CH2:23][CH:20]([CH2:19][O:18][Si:1]([C:14]([CH3:17])([CH3:15])[CH3:16])([C:8]2[CH:13]=[CH:12][CH:11]=[CH:10][CH:9]=2)[C:2]2[CH:3]=[CH:4][CH:5]=[CH:6][CH:7]=2)[CH:21]=1)(=[O:39])=[O:38]. (6) Given the reactants O[CH:2]([C:4]1[CH:5]=[C:6]([C:22]([NH:24][CH2:25][C:26]2[CH:31]=[CH:30][C:29]([S:32]([CH3:35])(=[O:34])=[O:33])=[CH:28][CH:27]=2)=[O:23])[C:7](=[O:21])[N:8]([C:11]2[CH:16]=[CH:15][CH:14]=[C:13]([C:17]([F:20])([F:19])[F:18])[CH:12]=2)[C:9]=1[CH3:10])[CH3:3].S(Cl)(Cl)=O.[N-:40]=[N+:41]=[N-:42].[Na+], predict the reaction product. The product is: [N:40]([CH:2]([C:4]1[CH:5]=[C:6]([C:22]([NH:24][CH2:25][C:26]2[CH:31]=[CH:30][C:29]([S:32]([CH3:35])(=[O:34])=[O:33])=[CH:28][CH:27]=2)=[O:23])[C:7](=[O:21])[N:8]([C:11]2[CH:16]=[CH:15][CH:14]=[C:13]([C:17]([F:18])([F:20])[F:19])[CH:12]=2)[C:9]=1[CH3:10])[CH3:3])=[N+:41]=[N-:42].